Dataset: Peptide-MHC class II binding affinity with 134,281 pairs from IEDB. Task: Regression. Given a peptide amino acid sequence and an MHC pseudo amino acid sequence, predict their binding affinity value. This is MHC class II binding data. (1) The peptide sequence is DYVVMSAWYKEPN. The MHC is HLA-DQA10501-DQB10301 with pseudo-sequence HLA-DQA10501-DQB10301. The binding affinity (normalized) is 0. (2) The peptide sequence is REKKLSEFGKAKGSR. The MHC is DRB4_0103 with pseudo-sequence DRB4_0103. The binding affinity (normalized) is 0.787. (3) The peptide sequence is YDKFFANVSTVLTGK. The MHC is DRB1_1101 with pseudo-sequence DRB1_1101. The binding affinity (normalized) is 0.734. (4) The peptide sequence is MWKQISNELNHILLE. The MHC is DRB1_1302 with pseudo-sequence DRB1_1302. The binding affinity (normalized) is 0.470. (5) The peptide sequence is ISAYTPWAILPSVVGFWI. The MHC is DRB1_0101 with pseudo-sequence DRB1_0101. The binding affinity (normalized) is 0.623. (6) The peptide sequence is GELQIVNKIDAAFKI. The MHC is DRB3_0202 with pseudo-sequence DRB3_0202. The binding affinity (normalized) is 0.549. (7) The peptide sequence is RAMFVEDIAMGYVVS. The MHC is DRB1_0301 with pseudo-sequence DRB1_0301. The binding affinity (normalized) is 0.796.